From a dataset of Reaction yield outcomes from USPTO patents with 853,638 reactions. Predict the reaction yield, written as a fraction of the theoretical maximum amount of product (1.0 means a 100% yield; for example, 0.34 means a 34% yield). (1) The reactants are O[N:2]=[C:3]([C:9](=O)[C:10]1[CH:15]=[CH:14][CH:13]=[CH:12][N:11]=1)[C:4]([O:6][CH2:7][CH3:8])=[O:5].C([O-])(=O)C.[NH4+:21].[F:22][C:23]1[CH:30]=[CH:29][CH:28]=[C:27]([F:31])[C:24]=1[CH:25]=O. The catalyst is C(O)(=O)C.CO. The product is [F:22][C:23]1[CH:30]=[CH:29][CH:28]=[C:27]([F:31])[C:24]=1[C:25]1[NH:2][C:3]([C:4]([O:6][CH2:7][CH3:8])=[O:5])=[C:9]([C:10]2[CH:15]=[CH:14][CH:13]=[CH:12][N:11]=2)[N:21]=1. The yield is 0.0700. (2) The reactants are [C:1]([N:4]1[C:13]2[C:8](=[CH:9][C:10]([C:14]([O:16]CC)=[O:15])=[CH:11][CH:12]=2)[C@H:7]([NH:19][C:20]2[CH:25]=[CH:24][C:23]([C:26]#[N:27])=[CH:22][CH:21]=2)[C@@H:6]([CH3:28])[C@@H:5]1[CH:29]1[CH2:31][CH2:30]1)(=[O:3])[CH3:2].O.[Li+].[OH-].C(O)(=O)C. The catalyst is O1CCOCC1. The product is [C:1]([N:4]1[C:13]2[C:8](=[CH:9][C:10]([C:14]([OH:16])=[O:15])=[CH:11][CH:12]=2)[C@H:7]([NH:19][C:20]2[CH:21]=[CH:22][C:23]([C:26]#[N:27])=[CH:24][CH:25]=2)[C@@H:6]([CH3:28])[C@@H:5]1[CH:29]1[CH2:30][CH2:31]1)(=[O:3])[CH3:2]. The yield is 0.960. (3) The reactants are [NH2:1][C:2]1[N:7]=[C:6]([CH3:8])[C:5](Br)=[CH:4][CH:3]=1.[CH3:10][Si:11]([C:14]#[CH:15])([CH3:13])[CH3:12].O1CCOCC1.O. The catalyst is [Cu]I.Cl[Pd](Cl)([P](C1C=CC=CC=1)(C1C=CC=CC=1)C1C=CC=CC=1)[P](C1C=CC=CC=1)(C1C=CC=CC=1)C1C=CC=CC=1.C(OCC)(=O)C. The product is [CH3:8][C:6]1[N:7]=[C:2]([NH2:1])[CH:3]=[CH:4][C:5]=1[C:15]#[C:14][Si:11]([CH3:13])([CH3:12])[CH3:10]. The yield is 0.570. (4) The reactants are C([O:3][C:4]([C:6]1[C:15](=[O:16])[C:14]2[C:9](=[CH:10][CH:11]=[CH:12][C:13]=2[OH:17])[NH:8][CH:7]=1)=[O:5])C. The catalyst is [OH-].[Na+]. The product is [OH:17][C:13]1[CH:12]=[CH:11][CH:10]=[C:9]2[C:14]=1[C:15](=[O:16])[C:6]([C:4]([OH:5])=[O:3])=[CH:7][NH:8]2. The yield is 0.870. (5) The reactants are [CH:1]([C:4]1[CH:32]=[CH:31][C:7]([CH2:8][C:9]2[C:17]3[O:16][C:15]([CH3:19])([CH3:18])[C:14](=[O:20])[C:13]=3[C:12]([CH3:21])=[C:11]([NH:22][C:23](=[O:29])[CH2:24][C:25]([CH3:28])([CH3:27])[CH3:26])[C:10]=2[CH3:30])=[CH:6][CH:5]=1)([CH3:3])[CH3:2]. The catalyst is C1COCC1.CCCCCC. The product is [OH:20][CH:14]1[C:13]2[C:12]([CH3:21])=[C:11]([NH:22][C:23](=[O:29])[CH2:24][C:25]([CH3:28])([CH3:27])[CH3:26])[C:10]([CH3:30])=[C:9]([CH2:8][C:7]3[CH:31]=[CH:32][C:4]([CH:1]([CH3:3])[CH3:2])=[CH:5][CH:6]=3)[C:17]=2[O:16][C:15]1([CH3:19])[CH3:18]. The yield is 0.810. (6) The reactants are [CH2:1]1[O:20][C:19]2[CH:18]=[CH:17][C:5]([C:6]([C:8]3[CH:16]=[CH:15][CH:14]=[CH:13][C:9]=3C(O)=O)=O)=[CH:4][C:3]=2O1.BrC1C=CC=C[C:23]=1[C:24]([OH:26])=[O:25].C([Li])CCC.[C:36](Cl)(=O)[C:37]1[CH:45]=[CH:44][C:43]2[O:42][CH2:41][O:40][C:39]=2[CH:38]=1. The yield is 0.280. The product is [CH3:1][O:20][C:19]1[CH:3]=[CH:4][C:5]([CH:6]2[C:8]3[C:9](=[CH:13][CH:14]=[CH:15][CH:16]=3)[CH:36]([C:37]3[CH:45]=[CH:44][C:43]4[O:42][CH2:41][O:40][C:39]=4[CH:38]=3)[CH:23]2[C:24]([OH:26])=[O:25])=[CH:17][CH:18]=1. The catalyst is C1COCC1. (7) The product is [O:1]1[C:5]2[CH:6]=[CH:7][C:8]([C:10]3([C:13]([NH:15][C:16]4[CH:17]=[C:18]([C:23]5[CH:28]=[CH:27][C:26]([C:29]6[N:34]=[N:35][NH:36][N:30]=6)=[C:25]([Cl:31])[CH:24]=5)[C:19]([CH3:22])=[CH:20][CH:21]=4)=[O:14])[CH2:12][CH2:11]3)=[CH:9][C:4]=2[O:3][CH2:2]1. The yield is 0.0900. The catalyst is CN(C=O)C. The reactants are [O:1]1[C:5]2[CH:6]=[CH:7][C:8]([C:10]3([C:13]([NH:15][C:16]4[CH:17]=[C:18]([C:23]5[CH:28]=[CH:27][C:26]([C:29]#[N:30])=[C:25]([Cl:31])[CH:24]=5)[C:19]([CH3:22])=[CH:20][CH:21]=4)=[O:14])[CH2:12][CH2:11]3)=[CH:9][C:4]=2[O:3][CH2:2]1.[Cl-].[NH4+].[N-:34]=[N+:35]=[N-:36].[Na+]. (8) The reactants are C([C@@H]1COC(=O)N1[C:14](=[O:25])[CH:15]([C:17]1[CH:22]=[CH:21][CH:20]=[C:19]([Cl:23])[C:18]=1[Cl:24])[CH3:16])C1C=CC=CC=1.[Li].[Li+].[O-:28][O-]. The catalyst is C1COCC1.O. The product is [Cl:24][C:18]1[C:19]([Cl:23])=[CH:20][CH:21]=[CH:22][C:17]=1[C@@H:15]([CH3:16])[C:14]([OH:25])=[O:28]. The yield is 0.869. (9) The reactants are [CH3:1][O:2][C:3](=[O:20])[C:4]1[CH:9]=[C:8]([N+:10]([O-])=O)[CH:7]=[C:6]([C:13]2[CH:18]=[CH:17][C:16]([CH3:19])=[CH:15][N:14]=2)[CH:5]=1.Cl[Sn]Cl. The catalyst is CO. The product is [CH3:1][O:2][C:3](=[O:20])[C:4]1[CH:5]=[C:6]([C:13]2[CH:18]=[CH:17][C:16]([CH3:19])=[CH:15][N:14]=2)[CH:7]=[C:8]([NH2:10])[CH:9]=1. The yield is 1.00. (10) The reactants are [NH2:1][C:2]1[N:10]=[CH:9][CH:8]=[CH:7][C:3]=1[C:4]([OH:6])=O.[C:11]1([CH:17]([C:21]2[CH:26]=[CH:25][CH:24]=[CH:23][CH:22]=2)[CH2:18][CH2:19][NH2:20])[CH:16]=[CH:15][CH:14]=[CH:13][CH:12]=1.ON1C2C=CC=CC=2N=N1.C(N(C(C)C)CC)(C)C. The catalyst is CN(C)C=O.O. The product is [NH2:1][C:2]1[N:10]=[CH:9][CH:8]=[CH:7][C:3]=1[C:4]([NH:20][CH2:19][CH2:18][CH:17]([C:11]1[CH:16]=[CH:15][CH:14]=[CH:13][CH:12]=1)[C:21]1[CH:26]=[CH:25][CH:24]=[CH:23][CH:22]=1)=[O:6]. The yield is 0.695.